Task: Regression. Given a peptide amino acid sequence and an MHC pseudo amino acid sequence, predict their binding affinity value. This is MHC class I binding data.. Dataset: Peptide-MHC class I binding affinity with 185,985 pairs from IEDB/IMGT (1) The peptide sequence is LLSLLVIWI. The MHC is HLA-A02:01 with pseudo-sequence HLA-A02:01. The binding affinity (normalized) is 0.538. (2) The peptide sequence is MQIIRDIIN. The MHC is Mamu-A20102 with pseudo-sequence Mamu-A20102. The binding affinity (normalized) is 0.000915.